Dataset: Reaction yield outcomes from USPTO patents with 853,638 reactions. Task: Predict the reaction yield, written as a fraction of the theoretical maximum amount of product (1.0 means a 100% yield; for example, 0.34 means a 34% yield). (1) The reactants are [CH3:1][O:2][N:3]([CH3:18])[C:4]1[N:9]=[C:8]([NH:10][CH2:11][CH2:12][CH3:13])[N:7]=[C:6]([NH:14][CH2:15][C:16]#[CH:17])[N:5]=1.[C:19]([OH:26])(=[O:25])/[CH:20]=[CH:21]\[C:22]([OH:24])=[O:23]. The catalyst is C(C(C)=O)C. The product is [C:19]([OH:26])(=[O:25])/[CH:20]=[CH:21]\[C:22]([OH:24])=[O:23].[CH3:1][O:2][N:3]([CH3:18])[C:4]1[N:5]=[C:6]([NH:14][CH2:15][CH2:16][CH3:17])[N:7]=[C:8]([NH:10][CH2:11][C:12]#[CH:13])[N:9]=1. The yield is 0.820. (2) The catalyst is CO. The reactants are [NH2:1][C:2]1[CH:3]=[C:4]([CH:22]=[CH:23][CH:24]=1)[C:5]([NH:7][CH2:8][C@H:9]([OH:21])[CH2:10][N:11]1[CH2:20][CH2:19][C:18]2[C:13](=[CH:14][CH:15]=[CH:16][CH:17]=2)[CH2:12]1)=[O:6].CC(O)=O.[O:29]1[CH2:34][CH2:33][C:32](=O)[CH2:31][CH2:30]1.[BH3-]C#N.[Na+]. The product is [CH2:12]1[C:13]2[C:18](=[CH:17][CH:16]=[CH:15][CH:14]=2)[CH2:19][CH2:20][N:11]1[CH2:10][C@@H:9]([OH:21])[CH2:8][NH:7][C:5](=[O:6])[C:4]1[CH:22]=[CH:23][CH:24]=[C:2]([NH:1][CH:32]2[CH2:33][CH2:34][O:29][CH2:30][CH2:31]2)[CH:3]=1. The yield is 0.318. (3) The reactants are [Br:1][C:2]1[CH:16]=[C:15]([CH2:17][NH:18][CH3:19])[CH:14]=[CH:13][C:3]=1[O:4][CH2:5][C:6]([O:8][C:9]([CH3:12])([CH3:11])[CH3:10])=[O:7].CC1C=CC=C(C)N=1.[F:28][C:29]1[CH:34]=[CH:33][C:32]([S:35](Cl)(=[O:37])=[O:36])=[CH:31][CH:30]=1. The catalyst is C(Cl)Cl. The product is [Br:1][C:2]1[CH:16]=[C:15]([CH2:17][N:18]([CH3:19])[S:35]([C:32]2[CH:33]=[CH:34][C:29]([F:28])=[CH:30][CH:31]=2)(=[O:37])=[O:36])[CH:14]=[CH:13][C:3]=1[O:4][CH2:5][C:6]([O:8][C:9]([CH3:12])([CH3:11])[CH3:10])=[O:7]. The yield is 0.448.